Dataset: Reaction yield outcomes from USPTO patents with 853,638 reactions. Task: Predict the reaction yield, written as a fraction of the theoretical maximum amount of product (1.0 means a 100% yield; for example, 0.34 means a 34% yield). The reactants are [C:1]([O:5][C:6](=[O:9])[CH2:7][NH2:8])([CH3:4])([CH3:3])[CH3:2].[CH2:10]([C:12]([CH3:18])([CH2:16][CH3:17])[CH2:13][CH:14]=O)[CH3:11]. The catalyst is C(Cl)Cl. The product is [C:1]([O:5][C:6](=[O:9])[CH2:7]/[N:8]=[CH:11]/[CH2:10][C:12]([CH2:16][CH3:17])([CH3:18])[CH2:13][CH3:14])([CH3:4])([CH3:3])[CH3:2]. The yield is 1.00.